The task is: Predict the reactants needed to synthesize the given product.. This data is from Full USPTO retrosynthesis dataset with 1.9M reactions from patents (1976-2016). (1) Given the product [CH3:14][CH:13]1[CH2:12][CH2:11][CH2:10][CH:9]([CH3:15])[N:8]1[CH2:7][CH2:6][CH2:5][C:4]([OH:16])=[O:3], predict the reactants needed to synthesize it. The reactants are: C([O:3][C:4](=[O:16])[CH2:5][CH2:6][CH2:7][N:8]1[CH:13]([CH3:14])[CH2:12][CH2:11][CH2:10][CH:9]1[CH3:15])C.[OH-].[Na+].Cl. (2) The reactants are: [C:1]([C:4]1[S:8][C:7]([NH:9][C:10](=[O:15])[C:11]([CH3:14])([CH3:13])[CH3:12])=[N:6][CH:5]=1)(=[O:3])[CH3:2].[Br-:16].[Br-].[Br-].[NH+]1C=CC=CC=1.[NH+]1C=CC=CC=1.[NH+]1C=CC=CC=1. Given the product [Br:16][CH2:2][C:1]([C:4]1[S:8][C:7]([NH:9][C:10](=[O:15])[C:11]([CH3:14])([CH3:13])[CH3:12])=[N:6][CH:5]=1)=[O:3], predict the reactants needed to synthesize it. (3) Given the product [CH3:15][N:2]([CH3:1])[S:3]([C:6]1[CH:7]=[C:8]([CH:12]=[CH:13][CH:14]=1)[C:9]([NH:21][C:20]1[CH:22]=[CH:23][C:17]([CH3:16])=[C:18]([N+:24]([O-:26])=[O:25])[CH:19]=1)=[O:11])(=[O:4])=[O:5], predict the reactants needed to synthesize it. The reactants are: [CH3:1][N:2]([CH3:15])[S:3]([C:6]1[CH:7]=[C:8]([CH:12]=[CH:13][CH:14]=1)[C:9]([OH:11])=O)(=[O:5])=[O:4].[CH3:16][C:17]1[CH:23]=[CH:22][C:20]([NH2:21])=[CH:19][C:18]=1[N+:24]([O-:26])=[O:25].C(N(C(C)C)CC)(C)C.CN(C(ON1N=NC2C=CC=NC1=2)=[N+](C)C)C.F[P-](F)(F)(F)(F)F. (4) Given the product [Cl:50][C:51]1[N:68]=[C:67]2[C:54](=[CH:53][CH:52]=1)[N:55]=[C:56]([CH2:69][CH2:70][N:71]1[CH2:72][CH:73]([F:75])[CH2:74]1)[C:59]1[C:60]3[C:65]([NH:57][C:58]2=1)=[CH:64][CH:63]=[CH:62][C:61]=3[F:66], predict the reactants needed to synthesize it. The reactants are: ClC1C=CC2N=C(CCCl)N3C4C=CC=C(F)C=4C=C3C=2N=1.ClC1N=C2C(=CC=1)N=C(CCCl)C1C3C(NC2=1)=CC=CC=3F.FC1CNC1.[Cl:50][C:51]1[CH:52]=[CH:53][C:54]2[N:55]=[C:56]([CH2:69][CH2:70][N:71]3[CH2:74][CH:73]([F:75])[CH2:72]3)[N:57]3[C:65]4[CH:64]=[CH:63][CH:62]=[C:61]([F:66])[C:60]=4[CH:59]=[C:58]3[C:67]=2[N:68]=1. (5) Given the product [N:28]1([C:14]([C:13]2[CH:17]=[CH:18][C:19]([O:20][CH2:21][C:22]3[CH:27]=[CH:26][CH:25]=[CH:24][CH:23]=3)=[C:11]([CH:12]=2)[C:9]([O:8][CH3:7])=[O:10])=[O:16])[CH2:33][CH2:32][O:31][CH2:30][CH2:29]1, predict the reactants needed to synthesize it. The reactants are: C(Cl)(=O)C(Cl)=O.[CH3:7][O:8][C:9]([C:11]1[CH:12]=[C:13]([CH:17]=[CH:18][C:19]=1[O:20][CH2:21][C:22]1[CH:27]=[CH:26][CH:25]=[CH:24][CH:23]=1)[C:14]([OH:16])=O)=[O:10].[NH:28]1[CH2:33][CH2:32][O:31][CH2:30][CH2:29]1.O. (6) Given the product [CH:58]1([O:57][C:51]2[CH:50]=[C:49]([CH:46]3[CH2:45][CH2:44][N:43]([C:41]([N:38]4[CH2:39][CH2:40][CH:35]([NH:34][C:33]5[CH:63]=[CH:64][C:30]([CH2:29][CH2:28][NH:27][CH2:26][C@H:25]([OH:65])[CH2:24][O:23][C:22]6[CH:66]=[CH:67][C:19]([OH:18])=[CH:20][CH:21]=6)=[CH:31][CH:32]=5)[CH2:36][CH2:37]4)=[O:42])[CH2:48][CH2:47]3)[CH:54]=[CH:53][C:52]=2[O:55][CH3:56])[CH2:62][CH2:61][CH2:60][CH2:59]1, predict the reactants needed to synthesize it. The reactants are: [Si]([O:18][C:19]1[CH:67]=[CH:66][C:22]([O:23][CH2:24][C@@H:25]([OH:65])[CH2:26][NH:27][CH2:28][CH2:29][C:30]2[CH:64]=[CH:63][C:33]([NH:34][CH:35]3[CH2:40][CH2:39][N:38]([C:41]([N:43]4[CH2:48][CH2:47][CH:46]([C:49]5[CH:54]=[CH:53][C:52]([O:55][CH3:56])=[C:51]([O:57][CH:58]6[CH2:62][CH2:61][CH2:60][CH2:59]6)[CH:50]=5)[CH2:45][CH2:44]4)=[O:42])[CH2:37][CH2:36]3)=[CH:32][CH:31]=2)=[CH:21][CH:20]=1)(C(C)(C)C)(C1C=CC=CC=1)C1C=CC=CC=1. (7) The reactants are: [N+:1]([CH2:4][C:5]1([CH2:15][C:16](OCC)=O)[CH2:14][CH2:13][C:8]2([O:12][CH2:11][CH2:10][O:9]2)[CH2:7][CH2:6]1)([O-])=O.CC[OH:23]. Given the product [O:12]1[C:8]2([CH2:13][CH2:14][C:5]3([CH2:15][CH2:16][NH:1][C:4]3=[O:23])[CH2:6][CH2:7]2)[O:9][CH2:10][CH2:11]1, predict the reactants needed to synthesize it. (8) Given the product [OH:45][C:39]([C:41]([F:44])([F:43])[F:42])=[O:40].[CH3:12][N:11]1[C:7]2[CH:6]=[C:5]([C:13]3[CH:34]=[CH:33][C:16]([O:17][CH2:18][CH2:19][CH:20]4[CH2:21][CH2:22][NH:23][CH2:24][CH2:25]4)=[C:15]([C:35]([F:38])([F:37])[F:36])[CH:14]=3)[N:4]=[C:3]([C:1]#[N:2])[C:8]=2[N:9]=[N:10]1, predict the reactants needed to synthesize it. The reactants are: [C:1]([C:3]1[C:8]2[N:9]=[N:10][N:11]([CH3:12])[C:7]=2[CH:6]=[C:5]([C:13]2[CH:34]=[CH:33][C:16]([O:17][CH2:18][CH2:19][CH:20]3[CH2:25][CH2:24][N:23](C(OC(C)(C)C)=O)[CH2:22][CH2:21]3)=[C:15]([C:35]([F:38])([F:37])[F:36])[CH:14]=2)[N:4]=1)#[N:2].[C:39]([OH:45])([C:41]([F:44])([F:43])[F:42])=[O:40].